The task is: Regression. Given two drug SMILES strings and cell line genomic features, predict the synergy score measuring deviation from expected non-interaction effect.. This data is from NCI-60 drug combinations with 297,098 pairs across 59 cell lines. (1) Drug 1: COC1=CC(=CC(=C1O)OC)C2C3C(COC3=O)C(C4=CC5=C(C=C24)OCO5)OC6C(C(C7C(O6)COC(O7)C8=CC=CS8)O)O. Drug 2: CCC1(CC2CC(C3=C(CCN(C2)C1)C4=CC=CC=C4N3)(C5=C(C=C6C(=C5)C78CCN9C7C(C=CC9)(C(C(C8N6C=O)(C(=O)OC)O)OC(=O)C)CC)OC)C(=O)OC)O.OS(=O)(=O)O. Cell line: OVCAR-8. Synergy scores: CSS=41.0, Synergy_ZIP=-7.63, Synergy_Bliss=1.52, Synergy_Loewe=1.22, Synergy_HSA=1.68. (2) Drug 1: CC1=C(C=C(C=C1)NC2=NC=CC(=N2)N(C)C3=CC4=NN(C(=C4C=C3)C)C)S(=O)(=O)N.Cl. Drug 2: COC1=NC(=NC2=C1N=CN2C3C(C(C(O3)CO)O)O)N. Cell line: COLO 205. Synergy scores: CSS=-2.64, Synergy_ZIP=3.69, Synergy_Bliss=6.48, Synergy_Loewe=-4.21, Synergy_HSA=-2.35.